From a dataset of Retrosynthesis with 50K atom-mapped reactions and 10 reaction types from USPTO. Predict the reactants needed to synthesize the given product. (1) Given the product O=S(=O)(CCCCl)Nc1cncc(Br)c1, predict the reactants needed to synthesize it. The reactants are: Nc1cncc(Br)c1.O=S(=O)(Cl)CCCCl. (2) Given the product COC(=O)c1cc(Cl)c(N)c([N+](=O)[O-])c1OC, predict the reactants needed to synthesize it. The reactants are: COC(=O)c1cc(Cl)c(NC(C)=O)c([N+](=O)[O-])c1OC. (3) The reactants are: C=O.c1cncc(-c2cc3c(cn2)[nH]c2ncc(-c4ccc(N5CCNCC5)cc4)cc23)c1. Given the product CN1CCN(c2ccc(-c3cnc4[nH]c5cnc(-c6cccnc6)cc5c4c3)cc2)CC1, predict the reactants needed to synthesize it. (4) Given the product CNNC(=O)OCc1ccccc1, predict the reactants needed to synthesize it. The reactants are: CN(NC(=O)OCc1ccccc1)C(=O)OC(C)(C)C. (5) Given the product COc1cc2ncc(NC3CCCCC3)nc2cc1N1CCOCC1, predict the reactants needed to synthesize it. The reactants are: C1COCCN1.COc1cc2ncc(NC3CCCCC3)nc2cc1Br. (6) Given the product CC(C)CN1C(=O)c2ccc(Cl)cc2C1O, predict the reactants needed to synthesize it. The reactants are: CC(C)CN1C(=O)c2ccc(Cl)cc2C1=O. (7) Given the product CNC(=O)CCSCc1csc(NC(N)=NCC(F)(F)F)n1, predict the reactants needed to synthesize it. The reactants are: CN.COC(=O)CCSCc1csc(NC(N)=NCC(F)(F)F)n1. (8) The reactants are: COc1ccc2ncc(=O)n(CCN3CCC(N)CC3)c2c1.O=Cc1cc2c(cc1Br)OCCO2. Given the product COc1ccc2ncc(=O)n(CCN3CCC(NCc4cc5c(cc4Br)OCCO5)CC3)c2c1, predict the reactants needed to synthesize it. (9) The reactants are: CCN(CCO)Cc1cc(Nc2nc(Cl)ncc2Cl)ccc1F.COc1cc2c(cc1N)CCN(CC(=O)N(C)C)CC2. Given the product CCN(CCO)Cc1cc(Nc2nc(Nc3cc4c(cc3OC)CCN(CC(=O)N(C)C)CC4)ncc2Cl)ccc1F, predict the reactants needed to synthesize it. (10) Given the product COC(=O)C1(C)CCNCC1, predict the reactants needed to synthesize it. The reactants are: COC(=O)C1(C)CCN(C(=O)OC(C)(C)C)CC1.